From a dataset of Forward reaction prediction with 1.9M reactions from USPTO patents (1976-2016). Predict the product of the given reaction. The product is: [OH:4][CH2:1][C:2]#[C:3][C:6]1[CH:7]=[C:8]([CH:16]=[C:17]([C:3]#[C:2][CH2:1][OH:4])[CH:18]=1)[C:9]([O:11][C:12]([CH3:15])([CH3:14])[CH3:13])=[O:10]. Given the reactants [CH2:1]([OH:4])[C:2]#[CH:3].Br[C:6]1[CH:7]=[C:8]([CH:16]=[C:17](Br)[CH:18]=1)[C:9]([O:11][C:12]([CH3:15])([CH3:14])[CH3:13])=[O:10], predict the reaction product.